Dataset: Catalyst prediction with 721,799 reactions and 888 catalyst types from USPTO. Task: Predict which catalyst facilitates the given reaction. Reactant: [CH3:1][N:2]=[C:3]=[O:4].[NH2:5][C:6]1[CH:11]=[CH:10][C:9]([C:12]2[CH2:16][CH2:15][N:14]([C:17](=[O:29])[CH2:18][C:19]3[CH:24]=[CH:23][C:22]([O:25][CH3:26])=[C:21]([O:27][CH3:28])[CH:20]=3)[N:13]=2)=[CH:8][CH:7]=1. Product: [CH3:28][O:27][C:21]1[CH:20]=[C:19]([CH2:18][C:17]([N:14]2[CH2:15][CH2:16][C:12]([C:9]3[CH:8]=[CH:7][C:6]([NH:5][C:3]([NH:2][CH3:1])=[O:4])=[CH:11][CH:10]=3)=[N:13]2)=[O:29])[CH:24]=[CH:23][C:22]=1[O:25][CH3:26]. The catalyst class is: 10.